This data is from Reaction yield outcomes from USPTO patents with 853,638 reactions. The task is: Predict the reaction yield, written as a fraction of the theoretical maximum amount of product (1.0 means a 100% yield; for example, 0.34 means a 34% yield). (1) The reactants are [C@@H:1]12[O:8][C@@H:5]([CH2:6][CH2:7]1)[CH2:4][N:3]([C:9]1[CH:10]=[C:11]([NH:15][C:16]3[C:17]4[N:25]=[CH:24][S:23][C:18]=4[N:19]=[C:20](Cl)[N:21]=3)[CH:12]=[CH:13][CH:14]=1)[CH2:2]2.CC1(C)C(C)(C)OB([C:34]2[CH:35]=[C:36]([CH:41]=[CH:42][CH:43]=2)[C:37]([O:39][CH3:40])=[O:38])O1.C([O-])([O-])=O.[Na+].[Na+]. The catalyst is O1CCOCC1.O.C1C=CC([P]([Pd]([P](C2C=CC=CC=2)(C2C=CC=CC=2)C2C=CC=CC=2)([P](C2C=CC=CC=2)(C2C=CC=CC=2)C2C=CC=CC=2)[P](C2C=CC=CC=2)(C2C=CC=CC=2)C2C=CC=CC=2)(C2C=CC=CC=2)C2C=CC=CC=2)=CC=1. The product is [C@@H:1]12[O:8][C@@H:5]([CH2:6][CH2:7]1)[CH2:4][N:3]([C:9]1[CH:10]=[C:11]([NH:15][C:16]3[C:17]4[N:25]=[CH:24][S:23][C:18]=4[N:19]=[C:20]([C:34]4[CH:35]=[C:36]([CH:41]=[CH:42][CH:43]=4)[C:37]([O:39][CH3:40])=[O:38])[N:21]=3)[CH:12]=[CH:13][CH:14]=1)[CH2:2]2. The yield is 0.780. (2) The product is [I:33][C:16]1[CH:17]=[C:9]([OH:8])[C:10](=[CH:14][CH:15]=1)[C:11]([OH:13])=[O:12]. The yield is 0.398. The reactants are C([O:8][C:9]1[CH:17]=[CH:16][CH:15]=[CH:14][C:10]=1[C:11]([OH:13])=[O:12])C1C=CC=CC=1.NC1C=CC(C(O)=O)=C(O)C=1.N([O-])=O.[Na+].[I:33]I. The catalyst is O.OS(O)(=O)=O.CCOCC. (3) The reactants are Cl[C:2]1[N:7]2[N:8]=[C:9]([CH2:18][CH2:19][CH3:20])[C:10]([C:11]3[CH:16]=[CH:15][N:14]=[C:13](F)[CH:12]=3)=[C:6]2[CH:5]=[CH:4][CH:3]=1.[CH:21]1([NH2:26])[CH2:25][CH2:24][CH2:23][CH2:22]1. No catalyst specified. The product is [CH:21]1([NH:26][C:2]2[N:7]3[N:8]=[C:9]([CH2:18][CH2:19][CH3:20])[C:10]([C:11]4[CH:16]=[CH:15][N:14]=[C:13]([NH:26][CH:21]5[CH2:25][CH2:24][CH2:23][CH2:22]5)[CH:12]=4)=[C:6]3[CH:5]=[CH:4][CH:3]=2)[CH2:25][CH2:24][CH2:23][CH2:22]1. The yield is 0.770. (4) The reactants are Cl[C:2]1[N:7]=[C:6]([NH:8][C:9]2[CH:13]=[C:12]([CH:14]([CH3:16])[CH3:15])[NH:11][N:10]=2)[CH:5]=[C:4]([Cl:17])[N:3]=1.C(N(C(C)C)CC)(C)C.[C:27]1([C:33]2[CH:37]=[C:36]([CH2:38][NH2:39])[O:35][N:34]=2)[CH:32]=[CH:31][CH:30]=[CH:29][CH:28]=1. The catalyst is C(O)CCC. The product is [Cl:17][C:4]1[N:3]=[C:2]([NH:39][CH2:38][C:36]2[O:35][N:34]=[C:33]([C:27]3[CH:28]=[CH:29][CH:30]=[CH:31][CH:32]=3)[CH:37]=2)[N:7]=[C:6]([NH:8][C:9]2[CH:13]=[C:12]([CH:14]([CH3:16])[CH3:15])[NH:11][N:10]=2)[CH:5]=1. The yield is 0.450. (5) The reactants are [CH3:1][O:2][CH:3]([C:7]1[CH:12]=[CH:11][C:10]([C:13]2[CH:14]=[N:15][N:16]([C:18]([C:35]3[CH:40]=[CH:39][C:38]([O:41][CH3:42])=[CH:37][CH:36]=3)([C:27]3[CH:32]=[CH:31][C:30]([O:33][CH3:34])=[CH:29][CH:28]=3)[C:19]3[CH:24]=[CH:23][C:22]([O:25][CH3:26])=[CH:21][CH:20]=3)[CH:17]=2)=[CH:9][CH:8]=1)[C:4]([O-])=[O:5].[K+].C(N(C(C)C)CC)(C)C.COCCN(S(F)(F)F)CCOC.Cl.[CH3:67][NH:68][O:69][CH3:70]. The catalyst is CN(C=O)C.O. The product is [CH3:70][O:69][N:68]([CH3:67])[C:4](=[O:5])[CH:3]([O:2][CH3:1])[C:7]1[CH:8]=[CH:9][C:10]([C:13]2[CH:14]=[N:15][N:16]([C:18]([C:19]3[CH:20]=[CH:21][C:22]([O:25][CH3:26])=[CH:23][CH:24]=3)([C:27]3[CH:28]=[CH:29][C:30]([O:33][CH3:34])=[CH:31][CH:32]=3)[C:35]3[CH:40]=[CH:39][C:38]([O:41][CH3:42])=[CH:37][CH:36]=3)[CH:17]=2)=[CH:11][CH:12]=1. The yield is 0.320. (6) The reactants are CS(C)=O.C(Cl)(=O)C(Cl)=O.[C:11]1([CH:17]([OH:26])[CH:18]([C:20]2[CH:25]=[CH:24][CH:23]=[CH:22][N:21]=2)[CH3:19])[CH:16]=[CH:15][CH:14]=[CH:13][CH:12]=1.C(N(CC)CC)C. The catalyst is ClCCl. The product is [C:11]1([C:17](=[O:26])[CH:18]([C:20]2[CH:25]=[CH:24][CH:23]=[CH:22][N:21]=2)[CH3:19])[CH:12]=[CH:13][CH:14]=[CH:15][CH:16]=1. The yield is 0.910. (7) The reactants are [C:1]([O:5][C:6]([N:8]1[CH2:11][CH:10]([O:12][C:13]2[CH:18]=[C:17]([Cl:19])[CH:16]=[CH:15][C:14]=2[O:20][CH2:21][C:22]([OH:24])=O)[CH2:9]1)=[O:7])([CH3:4])([CH3:3])[CH3:2].CN(C=O)C.O[NH:31][C:32](=[NH:34])[CH3:33].C(N(CC)C(C)C)(C)C. The catalyst is C(Cl)Cl.C1COCC1. The product is [C:1]([O:5][C:6]([N:8]1[CH2:11][CH:10]([O:12][C:13]2[CH:18]=[C:17]([Cl:19])[CH:16]=[CH:15][C:14]=2[O:20][CH2:21][C:22]2[O:24][N:34]=[C:32]([CH3:33])[N:31]=2)[CH2:9]1)=[O:7])([CH3:2])([CH3:4])[CH3:3]. The yield is 0.930. (8) The reactants are [C:1]1([C:16]2[CH:21]=[CH:20][CH:19]=[CH:18][CH:17]=2)[CH:6]=[CH:5][C:4]([CH:7]([NH:14][CH3:15])[CH2:8][N:9]2[CH2:13][CH2:12][CH2:11][CH2:10]2)=[CH:3][CH:2]=1.[CH3:22][O:23][C:24]1[C:38]([C:39]([F:42])([F:41])[F:40])=[CH:37][C:27]2[N:28]([CH2:33][C:34]([OH:36])=O)[C:29](=[O:32])[CH2:30][O:31][C:26]=2[CH:25]=1.C(N(CC)CC)C.F[P-](F)(F)(F)(F)F.N1(O[P+](N(C)C)(N(C)C)N(C)C)C2C=CC=CC=2N=N1.FC(F)(F)C(O)=O. The catalyst is CN(C)C=O.CC#N.O. The product is [C:1]1([C:16]2[CH:17]=[CH:18][CH:19]=[CH:20][CH:21]=2)[CH:6]=[CH:5][C:4]([CH:7]([N:14]([CH3:15])[C:34](=[O:36])[CH2:33][N:28]2[C:27]3[CH:37]=[C:38]([C:39]([F:42])([F:41])[F:40])[C:24]([O:23][CH3:22])=[CH:25][C:26]=3[O:31][CH2:30][C:29]2=[O:32])[CH2:8][N:9]2[CH2:13][CH2:12][CH2:11][CH2:10]2)=[CH:3][CH:2]=1. The yield is 0.410. (9) The reactants are [C:1]1(B(O)O)[CH:6]=[CH:5][CH:4]=[CH:3][CH:2]=1.C1(C)C=CC=CC=1.C(=O)([O-])[O-].[Na+].[Na+].[F:23][C:24]([F:51])([F:50])[C:25]1[CH:26]=[C:27]([CH:43]=[C:44]([C:46]([F:49])([F:48])[F:47])[CH:45]=1)[CH2:28][N:29]1[CH2:36][CH2:35][CH2:34][O:33][C:32]2[N:37]=[CH:38][CH:39]=[C:40](I)[C:31]=2[C:30]1=[O:42]. The catalyst is C(OCC)(=O)C.C1C=CC([P]([Pd]([P](C2C=CC=CC=2)(C2C=CC=CC=2)C2C=CC=CC=2)([P](C2C=CC=CC=2)(C2C=CC=CC=2)C2C=CC=CC=2)[P](C2C=CC=CC=2)(C2C=CC=CC=2)C2C=CC=CC=2)(C2C=CC=CC=2)C2C=CC=CC=2)=CC=1.O1CCOCC1. The product is [F:23][C:24]([F:51])([F:50])[C:25]1[CH:26]=[C:27]([CH:43]=[C:44]([C:46]([F:49])([F:48])[F:47])[CH:45]=1)[CH2:28][N:29]1[CH2:36][CH2:35][CH2:34][O:33][C:32]2[N:37]=[CH:38][CH:39]=[C:40]([C:1]3[CH:6]=[CH:5][CH:4]=[CH:3][CH:2]=3)[C:31]=2[C:30]1=[O:42]. The yield is 0.800. (10) The reactants are [Cl:1][C:2]1[CH:7]=[CH:6][C:5]([C:8]2[CH:13]=[C:12]([C:14]([F:17])([F:16])[F:15])[N:11]3[N:18]=[CH:19][CH:20]=[C:10]3[N:9]=2)=[CH:4][C:3]=1[CH3:21].C([O-])(=O)C.[Na+].[I:27]Cl. The catalyst is C(O)(=O)C.O. The product is [Cl:1][C:2]1[CH:7]=[CH:6][C:5]([C:8]2[CH:13]=[C:12]([C:14]([F:15])([F:16])[F:17])[N:11]3[N:18]=[CH:19][C:20]([I:27])=[C:10]3[N:9]=2)=[CH:4][C:3]=1[CH3:21]. The yield is 0.930.